Dataset: Forward reaction prediction with 1.9M reactions from USPTO patents (1976-2016). Task: Predict the product of the given reaction. (1) Given the reactants [F:1][C:2]1[C:3]([C:22]([OH:24])=O)=[N:4][CH:5]=[CH:6][C:7]=1[S:8][C:9]1[S:13][C:12]([NH:14][C:15]2[CH:20]=[C:19]([CH3:21])[CH:18]=[CH:17][N:16]=2)=[N:11][CH:10]=1.[F:25][C:26]1[CH:31]=[CH:30][CH:29]=[CH:28][C:27]=1[C:32]1([CH2:39][NH2:40])[CH2:37][CH2:36][N:35]([CH3:38])[CH2:34][CH2:33]1, predict the reaction product. The product is: [F:1][C:2]1[C:3]([C:22]([NH:40][CH2:39][C:32]2([C:27]3[CH:28]=[CH:29][CH:30]=[CH:31][C:26]=3[F:25])[CH2:37][CH2:36][N:35]([CH3:38])[CH2:34][CH2:33]2)=[O:24])=[N:4][CH:5]=[CH:6][C:7]=1[S:8][C:9]1[S:13][C:12]([NH:14][C:15]2[CH:20]=[C:19]([CH3:21])[CH:18]=[CH:17][N:16]=2)=[N:11][CH:10]=1. (2) Given the reactants [Cl:1][C:2]1[CH:3]=[N:4][C:5]2[N:6]([N:8]=[C:9]([C:11]([OH:13])=O)[CH:10]=2)[CH:7]=1.[N:14]1[CH:19]=[CH:18][CH:17]=[CH:16][C:15]=1[C:20]1[N:24]2[CH2:25][CH2:26][NH:27][CH2:28][C:23]2=[CH:22][CH:21]=1, predict the reaction product. The product is: [Cl:1][C:2]1[CH:3]=[N:4][C:5]2[N:6]([N:8]=[C:9]([C:11]([N:27]3[CH2:26][CH2:25][N:24]4[C:20]([C:15]5[CH:16]=[CH:17][CH:18]=[CH:19][N:14]=5)=[CH:21][CH:22]=[C:23]4[CH2:28]3)=[O:13])[CH:10]=2)[CH:7]=1. (3) Given the reactants C(Cl)(=O)C(Cl)=O.CS(C)=O.[C:11]([N:30]1[CH2:34][CH2:33][C@@H:32]([OH:35])[CH2:31]1)([C:24]1[CH:29]=[CH:28][CH:27]=[CH:26][CH:25]=1)([C:18]1[CH:23]=[CH:22][CH:21]=[CH:20][CH:19]=1)[C:12]1[CH:17]=[CH:16][CH:15]=[CH:14][CH:13]=1.C(N(CC)CC)C, predict the reaction product. The product is: [C:11]([N:30]1[CH2:34][CH2:33][C:32](=[O:35])[CH2:31]1)([C:18]1[CH:19]=[CH:20][CH:21]=[CH:22][CH:23]=1)([C:24]1[CH:29]=[CH:28][CH:27]=[CH:26][CH:25]=1)[C:12]1[CH:17]=[CH:16][CH:15]=[CH:14][CH:13]=1. (4) Given the reactants [C:1]1([C:7]2[C:8]([O:16][CH2:17][C:18]([F:21])([F:20])[F:19])=[N:9][CH:10]=[C:11]([CH:15]=2)[C:12]([OH:14])=O)[CH2:6][CH2:5][CH2:4][CH2:3][CH:2]=1.NC1C=NC=CC=1.CN(C(ON1N=NC2C=CC=CC1=2)=[N+](C)C)C.[B-](F)(F)(F)F.[CH:51]([N:54](CC)[CH:55](C)[CH3:56])([CH3:53])[CH3:52], predict the reaction product. The product is: [C:1]1([C:7]2[C:8]([O:16][CH2:17][C:18]([F:21])([F:20])[F:19])=[N:9][CH:10]=[C:11]([CH:15]=2)[C:12]([N:54]([CH2:55][CH3:56])[CH:51]([CH3:53])[CH3:52])=[O:14])[CH2:6][CH2:5][CH2:4][CH2:3][CH:2]=1. (5) The product is: [OH:1][C:2]([C:36]1[S:37][CH:38]=[CH:39][CH:40]=1)([C:41]1[S:42][CH:43]=[CH:44][CH:45]=1)[C:3]([O:5][C@H:6]1[CH2:7][CH2:8][C@H:9]([N:12]([CH2:13][CH2:14][CH2:15][C:16]2[O:20][N:19]=[C:18]([C:21]3[CH:26]=[CH:25][C:24]([CH2:27][OH:28])=[CH:23][CH:22]=3)[N:17]=2)[CH3:35])[CH2:10][CH2:11]1)=[O:4]. Given the reactants [OH:1][C:2]([C:41]1[S:42][CH:43]=[CH:44][CH:45]=1)([C:36]1[S:37][CH:38]=[CH:39][CH:40]=1)[C:3]([O:5][C@H:6]1[CH2:11][CH2:10][C@H:9]([N:12]([CH3:35])[CH2:13][CH2:14][CH2:15][C:16]2[O:20][N:19]=[C:18]([C:21]3[CH:26]=[CH:25][C:24]([CH2:27][O:28]C4CCCCO4)=[CH:23][CH:22]=3)[N:17]=2)[CH2:8][CH2:7]1)=[O:4].Cl.C(=O)(O)[O-], predict the reaction product.